This data is from Full USPTO retrosynthesis dataset with 1.9M reactions from patents (1976-2016). The task is: Predict the reactants needed to synthesize the given product. The reactants are: [CH2:1]([O:3][NH:4][C:5]1([C:13]#[N:14])[CH2:10][CH2:9][N:8]([O:11][CH3:12])[CH2:7][CH2:6]1)[CH3:2].C(N(CC)CC)C.[Cl:22][C:23]1[CH:28]=[C:27]([CH3:29])[C:26]([CH2:30][C:31](Cl)=[O:32])=[C:25]([CH3:34])[CH:24]=1. Given the product [Cl:22][C:23]1[CH:24]=[C:25]([CH3:34])[C:26]([CH2:30][C:31]([N:4]([C:5]2([C:13]#[N:14])[CH2:10][CH2:9][N:8]([O:11][CH3:12])[CH2:7][CH2:6]2)[O:3][CH2:1][CH3:2])=[O:32])=[C:27]([CH3:29])[CH:28]=1, predict the reactants needed to synthesize it.